This data is from Full USPTO retrosynthesis dataset with 1.9M reactions from patents (1976-2016). The task is: Predict the reactants needed to synthesize the given product. (1) Given the product [Cl:1][C:2]1[C:7](=[O:8])[CH2:6][CH:5]([CH2:9][CH2:10][CH3:11])[CH2:4][C:3]=1[NH:12][CH:13]([CH2:18][C:19]1[CH:20]=[C:21]2[C:25](=[CH:26][CH:27]=1)[N:24]([C:28](=[O:37])[C:29]1[C:30]([Cl:36])=[CH:31][N:32]=[CH:33][C:34]=1[Cl:35])[CH2:23][CH2:22]2)[C:14]([OH:16])=[O:15], predict the reactants needed to synthesize it. The reactants are: [Cl:1][C:2]1[C:7](=[O:8])[CH2:6][CH:5]([CH2:9][CH2:10][CH3:11])[CH2:4][C:3]=1[NH:12][CH:13]([CH2:18][C:19]1[CH:20]=[C:21]2[C:25](=[CH:26][CH:27]=1)[N:24]([C:28](=[O:37])[C:29]1[C:34]([Cl:35])=[CH:33][N:32]=[CH:31][C:30]=1[Cl:36])[CH2:23][CH2:22]2)[C:14]([O:16]C)=[O:15].ClC1C=NC=C(Cl)C=1C(N1C2C(=CC(CC(NC3C4(CCCCC4)C(=O)C=3)C(O)=O)=CC=2)CC1)=O. (2) Given the product [Cl:1][C:2]1[C:7]([O:8][CH3:9])=[CH:6][C:5]([C:10]2[O:11][C:12]([C:21](=[O:22])[CH:20]([O:19][CH2:17][CH3:18])[C:27]3[CH:28]=[CH:29][C:30]([C:33]4[O:34][C:35]([CH3:38])=[N:36][N:37]=4)=[CH:31][CH:32]=3)=[CH:13][CH:14]=2)=[CH:4][C:3]=1[O:15][CH3:16], predict the reactants needed to synthesize it. The reactants are: [Cl:1][C:2]1[C:7]([O:8][CH3:9])=[CH:6][C:5]([C:10]2[O:11][CH:12]=[CH:13][CH:14]=2)=[CH:4][C:3]=1[O:15][CH3:16].[CH2:17]([O:19][CH:20]([C:27]1[CH:32]=[CH:31][C:30]([C:33]2[O:34][C:35]([CH3:38])=[N:36][N:37]=2)=[CH:29][CH:28]=1)[C:21](N(OC)C)=[O:22])[CH3:18]. (3) Given the product [Br:1][C:2]1[CH:3]=[CH:4][C:5]([O:8][CH2:9][CH:10]2[CH2:15][CH2:14][N:13]([CH2:16][C:17]([F:27])([CH3:20])[CH3:18])[CH2:12][CH2:11]2)=[N:6][CH:7]=1, predict the reactants needed to synthesize it. The reactants are: [Br:1][C:2]1[CH:3]=[CH:4][C:5]([O:8][CH2:9][CH:10]2[CH2:15][CH2:14][N:13]([CH2:16][C:17]([CH3:20])(O)[CH3:18])[CH2:12][CH2:11]2)=[N:6][CH:7]=1.CCN(S(F)(F)[F:27])CC. (4) Given the product [CH2:1]([O:3][C:4]1[CH:5]=[C:6]([O:11][C:12]2[N:17]=[CH:16][C:15]([NH2:18])=[CH:14][N:13]=2)[CH:7]=[CH:8][C:9]=1[CH3:10])[CH3:2], predict the reactants needed to synthesize it. The reactants are: [CH2:1]([O:3][C:4]1[CH:5]=[C:6]([O:11][C:12]2[N:17]=[CH:16][C:15]([N+:18]([O-])=O)=[CH:14][N:13]=2)[CH:7]=[CH:8][C:9]=1[CH3:10])[CH3:2].C1COCC1.O.[Cl-].[NH4+]. (5) The reactants are: [ClH:1].[CH3:2][CH:3]([S:5]([NH:8][C:9]1[CH:10]=[C:11]([C:15]2[CH:20]=[CH:19][C:18]([C@@H:21]3[CH2:23][C@H:22]3[NH:24]C(=O)OCCCC)=[CH:17][CH:16]=2)[CH:12]=[CH:13][CH:14]=1)(=[O:7])=[O:6])[CH3:4]. Given the product [ClH:1].[NH2:24][C@@H:22]1[CH2:23][C@H:21]1[C:18]1[CH:17]=[CH:16][C:15]([C:11]2[CH:12]=[CH:13][CH:14]=[C:9]([NH:8][S:5]([CH:3]([CH3:4])[CH3:2])(=[O:7])=[O:6])[CH:10]=2)=[CH:20][CH:19]=1, predict the reactants needed to synthesize it. (6) Given the product [F:1][C:2]1[CH:35]=[C:34]([N+:36]([O-:38])=[O:37])[CH:33]=[CH:32][C:3]=1[O:4][C:5]1[CH:10]=[CH:9][N:8]=[C:7]2[CH:11]=[C:12]([C:14]3[N:15]([CH3:31])[C:16]([CH2:19][NH:20][CH2:21][CH2:22][CH2:23][C:24]([OH:26])=[O:25])=[CH:17][N:18]=3)[S:13][C:6]=12, predict the reactants needed to synthesize it. The reactants are: [F:1][C:2]1[CH:35]=[C:34]([N+:36]([O-:38])=[O:37])[CH:33]=[CH:32][C:3]=1[O:4][C:5]1[CH:10]=[CH:9][N:8]=[C:7]2[CH:11]=[C:12]([C:14]3[N:15]([CH3:31])[C:16]([CH2:19][NH:20][CH2:21][CH2:22][CH2:23][C:24]([O:26]C(C)(C)C)=[O:25])=[CH:17][N:18]=3)[S:13][C:6]=12.Cl. (7) The reactants are: [F:1][C:2]1[CH:3]=[C:4]([CH:9]2[C:14](=[O:15])[CH2:13][CH2:12][O:11][CH2:10]2)[CH:5]=[C:6]([F:8])[CH:7]=1.[C:16](Cl)([N:18]=[C:19]=[O:20])=[O:17]. Given the product [F:1][C:2]1[CH:3]=[C:4]([CH:9]2[C:14]3[O:15][C:19](=[O:20])[NH:18][C:16](=[O:17])[C:13]=3[CH2:12][O:11][CH2:10]2)[CH:5]=[C:6]([F:8])[CH:7]=1, predict the reactants needed to synthesize it.